This data is from Full USPTO retrosynthesis dataset with 1.9M reactions from patents (1976-2016). The task is: Predict the reactants needed to synthesize the given product. (1) The reactants are: [C:1]([N:4]1[CH2:9][CH2:8][N:7]([CH2:10][CH2:11][O:12][C:13]2[CH:22]=[C:21]3[C:16]([CH:17]=[N:18][C:19](Cl)=[N:20]3)=[C:15]([O:24][CH:25]3[CH2:30][CH2:29][O:28][CH2:27][CH2:26]3)[CH:14]=2)[CH2:6][CH2:5]1)(=[O:3])[CH3:2].[NH2:31][C:32]1[CH:37]=[CH:36][N:35]=[C:34]2[O:38][CH2:39][O:40][C:33]=12. Given the product [C:1]([N:4]1[CH2:9][CH2:8][N:7]([CH2:10][CH2:11][O:12][C:13]2[CH:22]=[C:21]3[C:16]([C:17]([NH:31][C:32]4[CH:37]=[CH:36][N:35]=[C:34]5[O:38][CH2:39][O:40][C:33]=45)=[N:18][CH:19]=[N:20]3)=[C:15]([O:24][CH:25]3[CH2:30][CH2:29][O:28][CH2:27][CH2:26]3)[CH:14]=2)[CH2:6][CH2:5]1)(=[O:3])[CH3:2], predict the reactants needed to synthesize it. (2) Given the product [CH3:18][C:17]1[O:16][N:15]=[C:14]([C:19]2[CH:24]=[CH:23][CH:22]=[CH:21][CH:20]=2)[C:13]=1[C:10]1[O:9][C:8]([C:5]2[CH:6]=[CH:7][C:2]([NH:28][CH2:27][CH2:25][OH:26])=[N:3][CH:4]=2)=[N:12][N:11]=1, predict the reactants needed to synthesize it. The reactants are: Cl[C:2]1[CH:7]=[CH:6][C:5]([C:8]2[O:9][C:10]([C:13]3[C:14]([C:19]4[CH:24]=[CH:23][CH:22]=[CH:21][CH:20]=4)=[N:15][O:16][C:17]=3[CH3:18])=[N:11][N:12]=2)=[CH:4][N:3]=1.[CH2:25]([CH2:27][NH2:28])[OH:26].